This data is from Forward reaction prediction with 1.9M reactions from USPTO patents (1976-2016). The task is: Predict the product of the given reaction. (1) Given the reactants [F:1][C:2]1[CH:22]=[CH:21][CH:20]=[CH:19][C:3]=1[C:4]([C:6]1[C:13]([N+:14]([O-:16])=[O:15])=[C:12]([OH:17])[C:11]([OH:18])=[CH:10][C:7]=1[C:8]#[N:9])=[O:5].O1CCCC1.[C:28](Cl)(=[O:32])[O:29][CH2:30][CH3:31].C(N(CC)CC)C.[C:41]([O:44][CH2:45][CH3:46])(=[O:43])C, predict the reaction product. The product is: [CH2:30]([O:29][C:28]([O:17][C:12]1[C:11]([O:18][C:41]([O:44][CH2:45][CH3:46])=[O:43])=[CH:10][C:7]([C:8]#[N:9])=[C:6]([C:4](=[O:5])[C:3]2[CH:19]=[CH:20][CH:21]=[CH:22][C:2]=2[F:1])[C:13]=1[N+:14]([O-:16])=[O:15])=[O:32])[CH3:31]. (2) Given the reactants [Cl:1][C:2]1[N:7]=[C:6]([NH:8][C:9]2[CH:13]=[C:12]([CH:14]3[CH2:16][CH2:15]3)[NH:11][N:10]=2)[C:5]([C:17](OCC)=[O:18])=[CH:4][N:3]=1.[H-].[H-].[H-].[H-].[Li+].[Al+3], predict the reaction product. The product is: [Cl:1][C:2]1[N:7]=[C:6]([NH:8][C:9]2[CH:13]=[C:12]([CH:14]3[CH2:15][CH2:16]3)[NH:11][N:10]=2)[C:5]([CH2:17][OH:18])=[CH:4][N:3]=1. (3) The product is: [F:27][C:26]([F:29])([F:28])[S:23]([O-:25])(=[O:24])=[O:22].[Cl-:1].[CH3:21][O:20][C:18](=[O:19])[CH2:17][C@@H:11]([NH:10][S:7]([N:2]1[CH:6]=[CH:5][N+:4]([CH3:26])=[CH:3]1)(=[O:9])=[O:8])[CH2:12][N+:13]([CH3:16])([CH3:14])[CH3:15]. Given the reactants [Cl-:1].[N:2]1([S:7]([NH:10][C@H:11]([CH2:17][C:18]([O:20][CH3:21])=[O:19])[CH2:12][N+:13]([CH3:16])([CH3:15])[CH3:14])(=[O:9])=[O:8])[CH:6]=[CH:5][N:4]=[CH:3]1.[O:22](C)[S:23]([C:26]([F:29])([F:28])[F:27])(=[O:25])=[O:24], predict the reaction product.